This data is from NCI-60 drug combinations with 297,098 pairs across 59 cell lines. The task is: Regression. Given two drug SMILES strings and cell line genomic features, predict the synergy score measuring deviation from expected non-interaction effect. (1) Cell line: HL-60(TB). Synergy scores: CSS=72.5, Synergy_ZIP=-3.43, Synergy_Bliss=-3.80, Synergy_Loewe=6.29, Synergy_HSA=2.87. Drug 2: CCCCC(=O)OCC(=O)C1(CC(C2=C(C1)C(=C3C(=C2O)C(=O)C4=C(C3=O)C=CC=C4OC)O)OC5CC(C(C(O5)C)O)NC(=O)C(F)(F)F)O. Drug 1: CCC1(CC2CC(C3=C(CCN(C2)C1)C4=CC=CC=C4N3)(C5=C(C=C6C(=C5)C78CCN9C7C(C=CC9)(C(C(C8N6C)(C(=O)OC)O)OC(=O)C)CC)OC)C(=O)OC)O.OS(=O)(=O)O. (2) Drug 1: CC1C(C(=O)NC(C(=O)N2CCCC2C(=O)N(CC(=O)N(C(C(=O)O1)C(C)C)C)C)C(C)C)NC(=O)C3=C4C(=C(C=C3)C)OC5=C(C(=O)C(=C(C5=N4)C(=O)NC6C(OC(=O)C(N(C(=O)CN(C(=O)C7CCCN7C(=O)C(NC6=O)C(C)C)C)C)C(C)C)C)N)C. Drug 2: C1=NC(=NC(=O)N1C2C(C(C(O2)CO)O)O)N. Cell line: UACC62. Synergy scores: CSS=37.2, Synergy_ZIP=-1.78, Synergy_Bliss=-0.967, Synergy_Loewe=-3.72, Synergy_HSA=-2.48. (3) Drug 1: CNC(=O)C1=CC=CC=C1SC2=CC3=C(C=C2)C(=NN3)C=CC4=CC=CC=N4. Drug 2: C1=NNC2=C1C(=O)NC=N2. Cell line: LOX IMVI. Synergy scores: CSS=24.9, Synergy_ZIP=-0.993, Synergy_Bliss=5.35, Synergy_Loewe=8.34, Synergy_HSA=7.78. (4) Drug 1: CC12CCC(CC1=CCC3C2CCC4(C3CC=C4C5=CN=CC=C5)C)O. Drug 2: CC(CN1CC(=O)NC(=O)C1)N2CC(=O)NC(=O)C2. Cell line: SF-295. Synergy scores: CSS=36.6, Synergy_ZIP=-6.69, Synergy_Bliss=2.10, Synergy_Loewe=4.69, Synergy_HSA=4.81.